Dataset: Reaction yield outcomes from USPTO patents with 853,638 reactions. Task: Predict the reaction yield, written as a fraction of the theoretical maximum amount of product (1.0 means a 100% yield; for example, 0.34 means a 34% yield). (1) The reactants are [Br:1][C:2]1[CH:7]=[CH:6][C:5]([NH:8][C:9]2[C:10]([CH:19]([OH:28])[CH2:20][Si](OC(C)C)(C)C)=[CH:11][C:12]3[NH:16][CH:15]=[N:14][C:13]=3[C:17]=2[F:18])=[C:4]([Cl:29])[CH:3]=1.[F-].[K+].[OH:32]O. The catalyst is CO.C1COCC1.O. The product is [Br:1][C:2]1[CH:7]=[CH:6][C:5]([NH:8][C:9]2[C:10]([CH:19]([OH:28])[CH2:20][OH:32])=[CH:11][C:12]3[NH:16][CH:15]=[N:14][C:13]=3[C:17]=2[F:18])=[C:4]([Cl:29])[CH:3]=1. The yield is 0.340. (2) The reactants are [C:1]([N:4]1[CH2:13][CH2:12][C:11]2[C:6](=[CH:7][C:8]([N+:14]([O-])=O)=[CH:9][CH:10]=2)[CH2:5]1)(=[O:3])[CH3:2].O.NN. The catalyst is CO. The product is [C:1]([N:4]1[CH2:13][CH2:12][C:11]2[C:6](=[CH:7][C:8]([NH2:14])=[CH:9][CH:10]=2)[CH2:5]1)(=[O:3])[CH3:2]. The yield is 0.850.